From a dataset of Full USPTO retrosynthesis dataset with 1.9M reactions from patents (1976-2016). Predict the reactants needed to synthesize the given product. (1) The reactants are: [CH3:1][C:2]1[CH:7]=[CH:6][CH:5]=[C:4]([CH3:8])[C:3]=1[NH:9][C:10]([NH:12]/[N:13]=[CH:14]/[C:15]1[CH:38]=[CH:37][C:18]2[C:19]3[N:23]=[CH:22][N:21]([C:24]4[CH:29]=[CH:28][C:27]([O:30][C:31]([F:34])([F:33])[F:32])=[CH:26][CH:25]=4)[C:20]=3[CH:35]=[CH:36][C:17]=2[CH:16]=1)=[S:11].C([O-])(=O)C.[Na+].Br[CH:45]([CH3:50])[C:46](OC)=[O:47]. Given the product [CH3:8][C:4]1[CH:5]=[CH:6][CH:7]=[C:2]([CH3:1])[C:3]=1[N:9]1[C:46](=[O:47])[CH:45]([CH3:50])[S:11]/[C:10]/1=[N:12]/[N:13]=[CH:14][C:15]1[CH:38]=[CH:37][C:18]2[C:19]3[N:23]=[CH:22][N:21]([C:24]4[CH:29]=[CH:28][C:27]([O:30][C:31]([F:34])([F:33])[F:32])=[CH:26][CH:25]=4)[C:20]=3[CH:35]=[CH:36][C:17]=2[CH:16]=1, predict the reactants needed to synthesize it. (2) Given the product [CH2:1]([O:3][C:4](=[O:18])[C:5]([F:17])([F:16])[CH2:6][N:7]([C:22]1[C:23]([N+:27]([O-:29])=[O:28])=[CH:24][N:25]=[C:20]([Cl:19])[N:21]=1)[CH2:8][CH2:9][C:10]1[CH:15]=[CH:14][CH:13]=[CH:12][CH:11]=1)[CH3:2], predict the reactants needed to synthesize it. The reactants are: [CH2:1]([O:3][C:4](=[O:18])[C:5]([F:17])([F:16])[CH2:6][NH:7][CH2:8][CH2:9][C:10]1[CH:15]=[CH:14][CH:13]=[CH:12][CH:11]=1)[CH3:2].[Cl:19][C:20]1[N:25]=[C:24](Cl)[C:23]([N+:27]([O-:29])=[O:28])=[CH:22][N:21]=1.C(=O)(O)[O-].[Na+]. (3) The reactants are: [C:1]([NH:4][C:5]([NH2:7])=[S:6])(=[NH:3])[NH2:2].Cl[CH2:9][C:10](=O)[CH3:11]. Given the product [CH3:11][C:10]1[N:7]=[C:5]([NH:4][C:1]([NH2:2])=[NH:3])[S:6][CH:9]=1, predict the reactants needed to synthesize it.